From a dataset of Reaction yield outcomes from USPTO patents with 853,638 reactions. Predict the reaction yield, written as a fraction of the theoretical maximum amount of product (1.0 means a 100% yield; for example, 0.34 means a 34% yield). The reactants are [NH2:1][C:2]1[CH:3]=[C:4]([OH:8])[CH:5]=[CH:6][CH:7]=1.[F:9][C:10]([F:23])([O:14][C:15]1[CH:16]=[C:17]([CH:20]=[CH:21][CH:22]=1)[CH:18]=O)[CH:11]([F:13])[F:12].C(O[BH-](OC(=O)C)OC(=O)C)(=O)C.[Na+].C(O)(=O)C. The catalyst is ClCCCl. The product is [F:9][C:10]([F:23])([O:14][C:15]1[CH:16]=[C:17]([CH2:18][NH:1][C:2]2[CH:3]=[C:4]([OH:8])[CH:5]=[CH:6][CH:7]=2)[CH:20]=[CH:21][CH:22]=1)[CH:11]([F:12])[F:13]. The yield is 0.830.